The task is: Predict the reaction yield, written as a fraction of the theoretical maximum amount of product (1.0 means a 100% yield; for example, 0.34 means a 34% yield).. This data is from Reaction yield outcomes from USPTO patents with 853,638 reactions. (1) The reactants are Cl[CH2:2][C:3]1[CH:25]=[CH:24][C:6]([CH2:7][N:8]2[C:17]3[C:12](=[C:13]([CH:18]4[O:22][CH2:21][CH2:20][O:19]4)[CH:14]=[CH:15][CH:16]=3)[CH2:11][CH2:10][C:9]2=[O:23])=[CH:5][CH:4]=1.[CH3:26][NH:27][C:28]1[CH:33]=[CH:32][CH:31]=[CH:30][CH:29]=1.C(=O)([O-])[O-].[K+].[K+].C(#N)C. The catalyst is ClCCl.O. The product is [O:19]1[CH2:20][CH2:21][O:22][CH:18]1[C:13]1[CH:14]=[CH:15][CH:16]=[C:17]2[C:12]=1[CH2:11][CH2:10][C:9](=[O:23])[N:8]2[CH2:7][C:6]1[CH:24]=[CH:25][C:3]([CH2:2][N:27]([CH3:26])[C:28]2[CH:33]=[CH:32][CH:31]=[CH:30][CH:29]=2)=[CH:4][CH:5]=1. The yield is 0.670. (2) The reactants are [F:1][C:2]1[CH:7]=[CH:6][CH:5]=[CH:4][C:3]=1[CH:8]1[CH2:10][O:9]1.[OH:11][C:12]1[CH:19]=[CH:18][C:15]([CH:16]=[O:17])=[CH:14][CH:13]=1.[OH-].[Na+]. The catalyst is C1(C)C=CC=CC=1. The product is [F:1][C:2]1[CH:7]=[CH:6][CH:5]=[CH:4][C:3]=1[CH:8]([OH:9])[CH2:10][O:11][C:12]1[CH:19]=[CH:18][C:15]([CH:16]=[O:17])=[CH:14][CH:13]=1. The yield is 0.110. (3) The reactants are [H-].[Al+3].[Li+].[H-].[H-].[H-].[NH:7]1[C:15]2[C:10](=[CH:11][CH:12]=[C:13]3[CH2:19][CH2:18][CH2:17][CH2:16][C:14]3=2)[C:9](=O)[C:8]1=O.O.[OH-].[Na+]. The catalyst is O1CCCC1. The product is [NH:7]1[C:15]2[C:10](=[CH:11][CH:12]=[C:13]3[CH2:19][CH2:18][CH2:17][CH2:16][C:14]3=2)[CH:9]=[CH:8]1. The yield is 0.620. (4) The reactants are [CH2:1]([NH2:4])[CH2:2][NH2:3].Cl.Br[C:7]1[CH:12]=[CH:11][N:10]=[CH:9][CH:8]=1.C(=O)([O-])[O-].[K+].[K+]. No catalyst specified. The product is [N:10]1[CH:11]=[CH:12][C:7]([NH:3][CH2:2][CH2:1][NH2:4])=[CH:8][CH:9]=1. The yield is 0.770. (5) The reactants are [OH:1][C:2]1[C:11]([I:12])=[CH:10][CH:9]=[C:8]2[C:3]=1[CH2:4][CH2:5][CH2:6][C:7]2=[O:13].Cl[CH2:15][C:16]1[CH:21]=[CH:20][C:19]([O:22][CH3:23])=[CH:18][CH:17]=1.C(=O)([O-])[O-].[K+].[K+]. The product is [I:12][C:11]1[C:2]([O:1][CH2:15][C:16]2[CH:21]=[CH:20][C:19]([O:22][CH3:23])=[CH:18][CH:17]=2)=[C:3]2[C:8](=[CH:9][CH:10]=1)[C:7](=[O:13])[CH2:6][CH2:5][CH2:4]2. The catalyst is CC(C)=O. The yield is 0.940. (6) The reactants are [F:1][C:2]([F:12])([F:11])[C:3]1[CH:10]=[CH:9][C:6]([CH2:7][NH2:8])=[CH:5][CH:4]=1.ClC(Cl)(OC(=O)OC(Cl)(Cl)Cl)Cl.[N-:25]=[C:26]=[O:27].N[C:29]1[C:38]2[NH:37][C:36](=[O:39])[CH2:35][O:34][C:33]=2[CH:32]=[CH:31][CH:30]=1. The catalyst is CCOC(C)=O.CN(C=O)C. The product is [F:1][C:2]([F:11])([F:12])[C:3]1[CH:10]=[CH:9][C:6]([CH2:7][NH:8][C:26]([NH:25][C:29]2[C:38]3[NH:37][C:36](=[O:39])[CH2:35][O:34][C:33]=3[CH:32]=[CH:31][CH:30]=2)=[O:27])=[CH:5][CH:4]=1. The yield is 0.320. (7) The reactants are [CH3:1][C:2]1[CH:7]=[CH:6][CH:5]=[CH:4][C:3]=1[CH:8]=[CH:9][C:10](=[O:20])[CH:11]=[CH:12][C:13]1[CH:18]=[CH:17][CH:16]=[CH:15][C:14]=1[CH3:19].[CH3:21][NH2:22].O. The catalyst is CN(C)C=O. The product is [CH3:1][C:2]1[CH:7]=[CH:6][CH:5]=[CH:4][C:3]=1[CH:8]1[CH2:9][C:10](=[O:20])[CH2:11][CH:12]([C:13]2[CH:18]=[CH:17][CH:16]=[CH:15][C:14]=2[CH3:19])[N:22]1[CH3:21]. The yield is 0.520.